The task is: Predict the reactants needed to synthesize the given product.. This data is from Full USPTO retrosynthesis dataset with 1.9M reactions from patents (1976-2016). (1) Given the product [F:19][C:2]([F:1])([F:18])[C:3]1[CH:4]=[CH:5][C:6]([S:9]([N:12]2[CH2:17][CH2:16][N:15]([C:32]([C:29]3[N:28]=[CH:27][C:26]([C:21]4[CH:22]=[CH:23][CH:24]=[CH:25][N:20]=4)=[CH:31][CH:30]=3)=[O:33])[CH2:14][CH2:13]2)(=[O:10])=[O:11])=[CH:7][CH:8]=1, predict the reactants needed to synthesize it. The reactants are: [F:1][C:2]([F:19])([F:18])[C:3]1[CH:8]=[CH:7][C:6]([S:9]([N:12]2[CH2:17][CH2:16][NH:15][CH2:14][CH2:13]2)(=[O:11])=[O:10])=[CH:5][CH:4]=1.[N:20]1[CH:25]=[CH:24][CH:23]=[CH:22][C:21]=1[C:26]1[CH:27]=[N:28][C:29]([C:32](O)=[O:33])=[CH:30][CH:31]=1.C1C=CC2N(O)N=NC=2C=1.O.CN(C(ON1N=NC2C=CC=CC1=2)=[N+](C)C)C.F[P-](F)(F)(F)(F)F.CCN(C(C)C)C(C)C. (2) The reactants are: [C:1]1([SH:7])[CH:6]=[CH:5][CH:4]=[CH:3][CH:2]=1.Br[CH2:9][CH2:10][CH2:11][CH2:12][CH2:13][Cl:14]. Given the product [Cl:14][CH2:13][CH2:12][CH2:11][CH2:10][CH2:9][S:7][C:1]1[CH:6]=[CH:5][CH:4]=[CH:3][CH:2]=1, predict the reactants needed to synthesize it. (3) Given the product [ClH:27].[ClH:27].[F:1][C:2]1[CH:26]=[CH:25][C:5]2[N:6]([CH:10]3[CH2:15][CH2:14][NH:13][CH2:12][CH:11]3[O:23][CH3:24])[C:7]([CH3:9])=[N:8][C:4]=2[CH:3]=1, predict the reactants needed to synthesize it. The reactants are: [F:1][C:2]1[CH:26]=[CH:25][C:5]2[N:6]([CH:10]3[CH2:15][CH2:14][N:13](C(OC(C)(C)C)=O)[CH2:12][CH:11]3[O:23][CH3:24])[C:7]([CH3:9])=[N:8][C:4]=2[CH:3]=1.[ClH:27]. (4) Given the product [F:28][C:11]([F:10])([F:27])[C@@H:12]([C:14]1[C:15]([N:21]2[CH:25]=[CH:24][C:23]([CH3:26])=[N:22]2)=[N:16][C:17]([CH3:20])=[CH:18][CH:19]=1)[OH:13], predict the reactants needed to synthesize it. The reactants are: [B]1OC2C(=CC=CC=2)O1.[F:10][C:11]([F:28])([F:27])[C:12]([C:14]1[C:15]([N:21]2[CH:25]=[CH:24][C:23]([CH3:26])=[N:22]2)=[N:16][C:17]([CH3:20])=[CH:18][CH:19]=1)=[O:13].[OH-].[Na+].OO.